Predict the reactants needed to synthesize the given product. From a dataset of Full USPTO retrosynthesis dataset with 1.9M reactions from patents (1976-2016). Given the product [F:32][C:2]([F:1])([F:31])[C:3]1[CH:11]=[C:10]2[C:6]([C:7]([C@@H:22]3[CH2:24][C@H:23]3[CH:25]=[O:26])=[CH:8][N:9]2[S:12]([C:15]2[CH:16]=[CH:17][C:18]([CH3:21])=[CH:19][CH:20]=2)(=[O:14])=[O:13])=[CH:5][CH:4]=1, predict the reactants needed to synthesize it. The reactants are: [F:1][C:2]([F:32])([F:31])[C:3]1[CH:11]=[C:10]2[C:6]([C:7]([C@@H:22]3[CH2:24][C@H:23]3[C:25](N(OC)C)=[O:26])=[CH:8][N:9]2[S:12]([C:15]2[CH:20]=[CH:19][C:18]([CH3:21])=[CH:17][CH:16]=2)(=[O:14])=[O:13])=[CH:5][CH:4]=1.C(C1C=C2C(=CC=1)N(S(C1C=CC(C)=CC=1)(=O)=O)C=C2[C@@H]1C[C@H]1C=O)#N.